Dataset: Choline transporter screen with 302,306 compounds. Task: Binary Classification. Given a drug SMILES string, predict its activity (active/inactive) in a high-throughput screening assay against a specified biological target. (1) The molecule is s1c(C(C)(C)C)ccc1C(=O)Nc1ccc(F)cc1. The result is 0 (inactive). (2) The drug is O=C(Nc1c(C(C)(C)C)cccc1)c1cccnc1. The result is 0 (inactive). (3) The drug is S(=O)(=O)(N(CC(=O)N1CCCCCC1)c1c(OC)cccc1)c1ccc(OC)cc1. The result is 0 (inactive). (4) The molecule is O=C(N1CCCCC1)c1cc2c(c3c(C2=O)cccc3)cc1. The result is 0 (inactive). (5) The compound is O(c1cc(CCNC(=O)COC(=O)c2ccc(OC(C)C)cc2)ccc1OCC)CC. The result is 0 (inactive).